Dataset: Catalyst prediction with 721,799 reactions and 888 catalyst types from USPTO. Task: Predict which catalyst facilitates the given reaction. (1) Reactant: [Cl:1][C:2]1[CH:3]=[CH:4][C:5]2[N:11]3[CH:12]=[CH:13][N:14]=[C:10]3[C@@H:9]([CH2:15][CH:16]3OCC[O:17]3)[O:8][C@H:7]([C:21]3[CH:26]=[CH:25][CH:24]=[C:23]([O:27][CH3:28])[C:22]=3[O:29][CH3:30])[C:6]=2[CH:31]=1.Cl(O)(=O)(=O)=O. Product: [Cl:1][C:2]1[CH:3]=[CH:4][C:5]2[N:11]3[CH:12]=[CH:13][N:14]=[C:10]3[C@@H:9]([CH2:15][CH2:16][OH:17])[O:8][C@H:7]([C:21]3[CH:26]=[CH:25][CH:24]=[C:23]([O:27][CH3:28])[C:22]=3[O:29][CH3:30])[C:6]=2[CH:31]=1. The catalyst class is: 4. (2) Reactant: [OH:1][C:2]1[CH:3]=[C:4]2[C:9](=[CH:10][CH:11]=1)[CH:8]([CH2:12][C:13]([OH:15])=O)[CH2:7][CH2:6][CH2:5]2.Cl.[C:17]([O:21][C:22](=[O:39])[CH2:23][NH:24][CH2:25][C:26]1[CH:27]=[C:28]([CH:36]=[CH:37][CH:38]=1)[C:29]([O:31][C:32]([CH3:35])([CH3:34])[CH3:33])=[O:30])([CH3:20])([CH3:19])[CH3:18].Cl.CN(C)CCCN=C=NCC.N1(O)C2C=CC=CC=2N=N1. Product: [C:17]([O:21][C:22](=[O:39])[CH2:23][N:24]([CH2:25][C:26]1[CH:27]=[C:28]([CH:36]=[CH:37][CH:38]=1)[C:29]([O:31][C:32]([CH3:34])([CH3:33])[CH3:35])=[O:30])[C:13](=[O:15])[CH2:12][CH:8]1[C:9]2[C:4](=[CH:3][C:2]([OH:1])=[CH:11][CH:10]=2)[CH2:5][CH2:6][CH2:7]1)([CH3:18])([CH3:19])[CH3:20]. The catalyst class is: 681. (3) Reactant: [CH3:1][C:2]([C@H:4]1[C@@H:8]2[C@@H:9]3[C@@:22]([CH3:25])([CH2:23][CH2:24][C@@:7]2([CH2:31][OH:32])[CH2:6][CH2:5]1)[C@@:21]1([CH3:26])[C@@H:12]([C@:13]2([CH3:30])[C@@H:18]([CH2:19][CH2:20]1)[C:17]([CH3:28])([CH3:27])[C@@H:16]([OH:29])[CH2:15][CH2:14]2)[CH2:11][CH2:10]3)=[CH2:3].CC(C)=O. Product: [CH3:3][C:2]([C@H:4]1[C@@H:8]2[C@@H:9]3[C@@:22]([CH3:25])([CH2:23][CH2:24][C@@:7]2([CH:31]=[O:32])[CH2:6][CH2:5]1)[C@@:21]1([CH3:26])[C@@H:12]([C@:13]2([CH3:30])[C@@H:18]([CH2:19][CH2:20]1)[C:17]([CH3:28])([CH3:27])[C:16](=[O:29])[CH2:15][CH2:14]2)[CH2:11][CH2:10]3)=[CH2:1]. The catalyst class is: 6. (4) Reactant: O=C[C@@H]([C@H]([C@@H]([C@@H](CO)O)O)O)O.B(O)O.ClC1NOC=CC=1.B([O-])OC1C=CC=CC=1.C=N.NC1C=C(C=CC=1O)CO.ClC1C(=O)C2C(C(=O)C=1Cl)=CC=CC=2.NO.[OH:60][C:61]1[CH:69]=[CH:68][C:64]([C:65]([OH:67])=[O:66])=[CH:63][C:62]=1[N+:70]([O-:72])=[O:71]. Product: [C:65]([OH:67])(=[O:66])[C:64]1[CH:68]=[CH:69][CH:61]=[CH:62][CH:63]=1.[OH:60][C:61]1[CH:69]=[CH:68][C:64]([CH2:65][OH:66])=[CH:63][C:62]=1[N+:70]([O-:72])=[O:71]. The catalyst class is: 7. (5) Reactant: C([O:8][C:9]1[C:14]2[CH:15]=[C:16]([C:18]3[N:19]=[C:20]4[N:24]([CH:25]=3)[N:23]=[C:22]([O:26][CH3:27])[S:21]4)[O:17][C:13]=2[CH:12]=[C:11]([F:28])[CH:10]=1)C1C=CC=CC=1.CC1C(C)=C(C)C(C)=C(C)C=1.B(Cl)(Cl)Cl. Product: [F:28][C:11]1[CH:12]=[C:13]2[O:17][C:16]([C:18]3[N:19]=[C:20]4[N:24]([CH:25]=3)[N:23]=[C:22]([O:26][CH3:27])[S:21]4)=[CH:15][C:14]2=[C:9]([OH:8])[CH:10]=1. The catalyst class is: 4.